This data is from Full USPTO retrosynthesis dataset with 1.9M reactions from patents (1976-2016). The task is: Predict the reactants needed to synthesize the given product. (1) Given the product [Si:19]([O:18][CH2:17][C:14]1([CH2:13][N:7]2[CH:6]=[C:5]([S:26][CH2:27][C@@H:28]3[CH2:33][CH2:32][CH2:31][N:30]([C:34]([O:36][C:37]([CH3:40])([CH3:39])[CH3:38])=[O:35])[CH2:29]3)[C:4]3[C:9](=[CH:10][CH:11]=[C:2]([C:50]4[CH:51]=[C:46]([C:45](=[O:63])[NH:44][CH:41]5[CH2:42][CH2:43]5)[CH:47]=[C:48]([F:62])[C:49]=4[CH3:61])[CH:3]=3)[C:8]2=[O:12])[CH2:15][CH2:16]1)([C:22]([CH3:24])([CH3:23])[CH3:25])([CH3:20])[CH3:21], predict the reactants needed to synthesize it. The reactants are: Br[C:2]1[CH:3]=[C:4]2[C:9](=[CH:10][CH:11]=1)[C:8](=[O:12])[N:7]([CH2:13][C:14]1([CH2:17][O:18][Si:19]([C:22]([CH3:25])([CH3:24])[CH3:23])([CH3:21])[CH3:20])[CH2:16][CH2:15]1)[CH:6]=[C:5]2[S:26][CH2:27][C@H:28]1[CH2:33][CH2:32][CH2:31][N:30]([C:34]([O:36][C:37]([CH3:40])([CH3:39])[CH3:38])=[O:35])[CH2:29]1.[CH:41]1([NH:44][C:45](=[O:63])[C:46]2[CH:51]=[C:50](B3OC(C)(C)C(C)(C)O3)[C:49]([CH3:61])=[C:48]([F:62])[CH:47]=2)[CH2:43][CH2:42]1. (2) Given the product [N+:37]([C:16]1[CH:17]=[CH:12][C:5]([N:18]2[CH2:19][CH:20]([OH:22])[CH2:21]2)=[CH:14][CH:15]=1)([O-:39])=[O:38], predict the reactants needed to synthesize it. The reactants are: C([O-])=O.[NH4+].[CH:5]([N:18]1[CH2:21][CH:20]([O:22][Si](C(C)(C)C)(C)C)[CH2:19]1)([C:12]1[CH:17]=[CH:16][CH:15]=[CH:14]C=1)C1C=CC=CC=1.FC1C=CC([N+:37]([O-:39])=[O:38])=CC=1. (3) Given the product [CH3:15][N:11]1[CH:12]=[CH:13][CH:14]=[C:10]1[C:7]1[C:6]2[CH:16]=[C:2]([N:1]3[C:21](=[O:29])[CH:22]=[C:23]([C:25]([F:28])([F:27])[F:26])[NH:24][C:19]3=[O:20])[CH:3]=[CH:4][C:5]=2[S:9][N:8]=1, predict the reactants needed to synthesize it. The reactants are: [NH2:1][C:2]1[CH:3]=[CH:4][C:5]2[S:9][N:8]=[C:7]([C:10]3[N:11]([CH3:15])[CH:12]=[CH:13][CH:14]=3)[C:6]=2[CH:16]=1.CN(C)[CH:19]1[N:24]=[C:23]([C:25]([F:28])([F:27])[F:26])[CH2:22][C:21](=[O:29])[O:20]1. (4) Given the product [CH3:36][NH:37][C:30]([C@@H:27]1[CH2:28][CH2:29][C@H:24]([O:23][C:22]2[CH:21]=[CH:20][C:19]([C:17]([NH:16][CH2:15][CH2:14][NH:13][C:11]([C:2]3[CH:3]=[CH:4][C:5]4[C:10](=[CH:9][CH:8]=[CH:7][CH:6]=4)[CH:1]=3)=[O:12])=[O:18])=[CH:34][CH:33]=2)[CH2:25][CH2:26]1)=[O:50], predict the reactants needed to synthesize it. The reactants are: [CH:1]1[C:10]2[C:5](=[CH:6][CH:7]=[CH:8][CH:9]=2)[CH:4]=[CH:3][C:2]=1[C:11]([NH:13][CH2:14][CH2:15][NH:16][C:17]([C:19]1[CH:34]=[CH:33][C:22]([O:23][C@@H:24]2[CH2:29][CH2:28][C@H:27]([C:30](O)=O)[CH2:26][CH2:25]2)=[CH:21][CH:20]=1)=[O:18])=[O:12].Cl.[CH3:36][NH2:37].Cl.C(N=C=NCCCN(C)C)C.[OH2:50].ON1C2C=CC=CC=2N=N1. (5) Given the product [Br:1][C:2]1[C:3]2[O:4][C:5]3[C:6](=[CH:10][CH:11]=[CH:12][CH:13]=3)[C:7](=[O:9])[C:14]=2[CH:15]=[CH:16][CH:17]=1, predict the reactants needed to synthesize it. The reactants are: [Br:1][C:2]1[CH:17]=[CH:16][CH:15]=[CH:14][C:3]=1[O:4][C:5]1[CH:13]=[CH:12][CH:11]=[CH:10][C:6]=1[C:7]([OH:9])=O.FC(F)(F)C(OC(=O)C(F)(F)F)=O.B(F)(F)F.CCOCC.[OH-].[Na+]. (6) Given the product [Cl:5][C:6]1[C:12]([O:13][CH3:14])=[CH:11][C:10]([O:15][CH3:16])=[C:9]([Cl:17])[C:7]=1[NH:8][C:1](=[O:2])[N:22]([CH3:21])[C:23]1[CH:28]=[C:27]([NH:29][C:30]2[CH:35]=[CH:34][CH:33]=[C:32]([CH2:36][N:37]3[CH2:38][CH2:39][N:40]([CH3:43])[CH2:41][CH2:42]3)[CH:31]=2)[N:26]=[CH:25][N:24]=1, predict the reactants needed to synthesize it. The reactants are: [C:1](Cl)(Cl)=[O:2].[Cl:5][C:6]1[C:12]([O:13][CH3:14])=[CH:11][C:10]([O:15][CH3:16])=[C:9]([Cl:17])[C:7]=1[NH2:8].[N-]=C=O.[CH3:21][NH:22][C:23]1[CH:28]=[C:27]([NH:29][C:30]2[CH:35]=[CH:34][CH:33]=[C:32]([CH2:36][N:37]3[CH2:42][CH2:41][N:40]([CH3:43])[CH2:39][CH2:38]3)[CH:31]=2)[N:26]=[CH:25][N:24]=1.C([O-])(O)=O.[Na+]. (7) Given the product [Br:1][C:2]1[CH:7]=[CH:6][C:5]([O:8][Si:13]([CH:17]([CH3:19])[CH3:18])([CH:14]([CH3:16])[CH3:15])[CH:11]([CH3:12])[CH3:10])=[CH:4][C:3]=1[F:9], predict the reactants needed to synthesize it. The reactants are: [Br:1][C:2]1[CH:7]=[CH:6][C:5]([OH:8])=[CH:4][C:3]=1[F:9].[CH3:10][CH:11]([Si:13](Cl)([CH:17]([CH3:19])[CH3:18])[CH:14]([CH3:16])[CH3:15])[CH3:12].C(N(CC)CC)C. (8) The reactants are: [N:1]1[CH:6]=[CH:5][CH:4]=[CH:3][C:2]=1[N:7]1[CH2:11][CH2:10][NH:9][C:8]1=[O:12].[Li]CCCC.[Cl:18][C:19](Cl)([O:21]C(=O)OC(Cl)(Cl)Cl)Cl. Given the product [O:12]=[C:8]1[N:7]([C:2]2[CH:3]=[CH:4][CH:5]=[CH:6][N:1]=2)[CH2:11][CH2:10][N:9]1[C:19]([Cl:18])=[O:21], predict the reactants needed to synthesize it.